Dataset: Full USPTO retrosynthesis dataset with 1.9M reactions from patents (1976-2016). Task: Predict the reactants needed to synthesize the given product. (1) Given the product [C:14]1([C:11]2[CH2:10][C:9]3([CH2:20][CH2:21][CH:6]([C:4]([OH:5])=[O:3])[CH2:7][CH2:8]3)[O:13][N:12]=2)[CH:15]=[CH:16][CH:17]=[CH:18][CH:19]=1, predict the reactants needed to synthesize it. The reactants are: C([O:3][C:4]([CH:6]1[CH2:21][CH2:20][C:9]2([O:13][N:12]=[C:11]([C:14]3[CH:19]=[CH:18][CH:17]=[CH:16][CH:15]=3)[CH2:10]2)[CH2:8][CH2:7]1)=[O:5])C.O.[OH-].[Li+]. (2) The reactants are: [CH:1]1([CH2:6][NH2:7])[CH2:5][CH2:4][CH2:3][CH2:2]1.C(N(CC)CC)C.[F:15][C:16]1[CH:17]=[C:18]([CH:21]=[C:22]([F:28])[C:23]=1[O:24][CH2:25][C:26]#[CH:27])[CH2:19]Cl.C(OCC)(=[O:31])C. Given the product [CH:1]1([CH2:6][NH:7][C:19](=[O:31])[C:18]2[CH:17]=[C:16]([F:15])[C:23]([O:24][CH2:25][C:26]#[CH:27])=[C:22]([F:28])[CH:21]=2)[CH2:5][CH2:4][CH2:3][CH2:2]1, predict the reactants needed to synthesize it. (3) Given the product [Cl:17][C:11]1[N:10]=[C:9]2[C:14]([C:15](=[O:16])[C:6]([C:4]([OH:5])=[O:3])=[CH:7][N:8]2[CH:18]2[CH2:20][CH2:19]2)=[CH:13][CH:12]=1, predict the reactants needed to synthesize it. The reactants are: C([O:3][C:4]([C:6]1[C:15](=[O:16])[C:14]2[C:9](=[N:10][C:11]([Cl:17])=[CH:12][CH:13]=2)[N:8]([CH:18]2[CH2:20][CH2:19]2)[CH:7]=1)=[O:5])C. (4) The reactants are: CC1(C)[N:6](C(OC(C)(C)C)=O)[C@:5]([CH3:39])([C:14]([NH:16][NH:17][C:18](=O)[C:19]2[CH:24]=[CH:23][C:22]([O:25][CH2:26][CH2:27][CH2:28][CH2:29][CH2:30][CH2:31][CH2:32][CH3:33])=[C:21]([C:34]([F:37])([F:36])[F:35])[CH:20]=2)=O)[CH2:4][O:3]1.[OH2:41].C1(C)C=CC([S:48](O)(=O)=[O:49])=CC=1. Given the product [NH2:6][C@@:5]([C:14]1[S:48][C:18]([C:19]2[CH:24]=[CH:23][C:22]([O:25][CH2:26][CH2:27][CH2:28][CH2:29][CH2:30][CH2:31][CH2:32][CH3:33])=[C:21]([C:34]([F:37])([F:36])[F:35])[CH:20]=2)=[N:17][N:16]=1)([CH3:39])[CH2:4][OH:3].[C:21]([OH:49])([C:34]([F:37])([F:36])[F:35])=[O:41], predict the reactants needed to synthesize it. (5) Given the product [Cl:1][C:2]1[CH:10]=[CH:9][C:8]2[N:7]([CH2:17][CH2:16][C:18]3[CH:19]=[CH:20][C:21](=[O:24])[NH:22][CH:23]=3)[C:6]3[CH2:11][CH2:12][N:13]([CH3:15])[CH2:14][C:5]=3[C:4]=2[CH:3]=1, predict the reactants needed to synthesize it. The reactants are: [Cl:1][C:2]1[CH:10]=[CH:9][C:8]2[NH:7][C:6]3[CH2:11][CH2:12][N:13]([CH3:15])[CH2:14][C:5]=3[C:4]=2[CH:3]=1.[CH:16]([C:18]1[CH:19]=[CH:20][C:21](=[O:24])[NH:22][CH:23]=1)=[CH2:17].[OH-].[K+]. (6) Given the product [CH3:23][C:24]1([CH3:39])[CH2:29][N:28]([C:30]2[CH:35]=[C:34]([F:36])[CH:33]=[CH:32][C:31]=2[CH3:37])[C:27](=[O:38])[CH2:26][N:25]1[CH2:9][C@H:7]([NH:8][S:10]([C:13]1[CH:18]=[CH:17][CH:16]=[CH:15][C:14]=1[N+:19]([O-:21])=[O:20])(=[O:12])=[O:11])[C@@H:5]1[CH2:6][C@@H:2]([CH3:1])[C:3](=[O:22])[O:4]1, predict the reactants needed to synthesize it. The reactants are: [CH3:1][C@@H:2]1[CH2:6][C@@H:5]([CH:7]2[CH2:9][N@@:8]2[S:10]([C:13]2[CH:18]=[CH:17][CH:16]=[CH:15][C:14]=2[N+:19]([O-:21])=[O:20])(=[O:12])=[O:11])[O:4][C:3]1=[O:22].[CH3:23][C:24]1([CH3:39])[CH2:29][N:28]([C:30]2[CH:35]=[C:34]([F:36])[CH:33]=[CH:32][C:31]=2[CH3:37])[C:27](=[O:38])[CH2:26][NH:25]1. (7) Given the product [OH:1][C:2]1[CH:11]=[CH:10][C:9]([O:12][S:19]([C:22]2[CH:28]=[CH:27][C:25]([CH3:26])=[CH:24][CH:23]=2)(=[O:21])=[O:20])=[CH:8][C:3]=1[C:4]([O:6][CH3:7])=[O:5], predict the reactants needed to synthesize it. The reactants are: [OH:1][C:2]1[CH:11]=[CH:10][C:9]([OH:12])=[CH:8][C:3]=1[C:4]([O:6][CH3:7])=[O:5].C(=O)([O-])[O-].[K+].[K+].[S:19](Cl)([C:22]1[CH:28]=[CH:27][C:25]([CH3:26])=[CH:24][CH:23]=1)(=[O:21])=[O:20].